Dataset: CYP3A4 inhibition data for predicting drug metabolism from PubChem BioAssay. Task: Regression/Classification. Given a drug SMILES string, predict its absorption, distribution, metabolism, or excretion properties. Task type varies by dataset: regression for continuous measurements (e.g., permeability, clearance, half-life) or binary classification for categorical outcomes (e.g., BBB penetration, CYP inhibition). Dataset: cyp3a4_veith. (1) The drug is COC(Cc1nnc(SC)n1-c1ccccc1)OC. The result is 0 (non-inhibitor). (2) The molecule is NCCNC(=S)S. The result is 0 (non-inhibitor). (3) The molecule is CN1CCN(C(=O)O[C@@H]2c3nccnc3C(=O)N2c2ccc(Cl)cn2)CC1. The result is 0 (non-inhibitor). (4) The molecule is Cn1cc(-c2nc3cncnc3n(-c3ccccc3)c2=O)c2ccccc21. The result is 1 (inhibitor). (5) The molecule is N#CCCn1c(=O)c(-c2ccc(F)cc2)nc2cnc(OCc3ccccc3)nc21. The result is 1 (inhibitor). (6) The drug is CC(=O)N1CCC2(CCCN(c3ccc(-c4ccccc4)cc3)C2)CC1. The result is 1 (inhibitor). (7) The compound is CCN(CC(=O)Nc1ccc2c(c1)OCCO2)C(=O)c1cccc(S(=O)(=O)N2CCOCC2)c1. The result is 0 (non-inhibitor). (8) The molecule is CO[C@H]1COC(=O)[C@@H](C)COC(=O)[C@H](C)NC(=O)C/C=C\[C@H]1C. The result is 0 (non-inhibitor). (9) The compound is O=C1[C@H]2CC[C@@H]3/C(=N\OCc4ccccc4)C[C@@H](O)[C@@H](O)[C@@H]3[C@@H]2C(=O)N1c1cccc(Oc2ccccc2)c1. The result is 0 (non-inhibitor).